From a dataset of Retrosynthesis with 50K atom-mapped reactions and 10 reaction types from USPTO. Predict the reactants needed to synthesize the given product. (1) Given the product Cc1ccc(C(O)C2CC2C#N)cc1, predict the reactants needed to synthesize it. The reactants are: Cc1ccc(C(=O)C2CC2C#N)cc1. (2) Given the product CCOC(=O)c1csc(N(C(=O)c2ccccc2Cl)c2ccc(OC)c(OC)c2)n1, predict the reactants needed to synthesize it. The reactants are: CCOC(=O)c1csc(Nc2ccc(OC)c(OC)c2)n1.O=C(Cl)c1ccccc1Cl.